From a dataset of Full USPTO retrosynthesis dataset with 1.9M reactions from patents (1976-2016). Predict the reactants needed to synthesize the given product. (1) Given the product [I:40][C:4]1[CH:3]=[N:2][N:1]([CH2:6][C:7]([CH2:12][CH2:13][C:14]([F:15])([F:16])[F:17])([C:10]#[N:11])[C:8]#[N:9])[CH:5]=1, predict the reactants needed to synthesize it. The reactants are: [N:1]1([CH2:6][C:7]([CH2:12][CH2:13][C:14]([F:17])([F:16])[F:15])([C:10]#[N:11])[C:8]#[N:9])[CH:5]=[CH:4][CH:3]=[N:2]1.[N+]([O-])([O-])=O.[Ce+4].[NH4+].[N+]([O-])([O-])=O.[N+]([O-])([O-])=O.[N+]([O-])([O-])=O.[N+]([O-])([O-])=O.[I:40]I. (2) Given the product [CH3:1][C:2]1[C:7]([C:8]2[CH:16]=[CH:15][C:14]([O:17][C:20]3[C:25]4[CH:26]=[CH:27][O:28][C:24]=4[CH:23]=[CH:22][N:21]=3)=[C:13]3[C:9]=2[CH:10]=[CH:11][NH:12]3)=[C:6]([CH3:18])[N:5]=[CH:4][N:3]=1, predict the reactants needed to synthesize it. The reactants are: [CH3:1][C:2]1[C:7]([C:8]2[CH:16]=[CH:15][C:14]([OH:17])=[C:13]3[C:9]=2[CH:10]=[CH:11][NH:12]3)=[C:6]([CH3:18])[N:5]=[CH:4][N:3]=1.Cl[C:20]1[C:25]2[CH:26]=[CH:27][O:28][C:24]=2[CH:23]=[CH:22][N:21]=1.C(=O)([O-])[O-].[Cs+].[Cs+]. (3) Given the product [CH:9]1([N:15]2[CH2:20][CH2:19][CH:18]([NH:8][C@H:6]([C:2]3[O:1][CH:5]=[CH:4][CH:3]=3)[CH3:7])[CH2:17][CH2:16]2)[CH2:14][CH2:13][CH2:12][CH2:11][CH2:10]1, predict the reactants needed to synthesize it. The reactants are: [O:1]1[CH:5]=[CH:4][CH:3]=[C:2]1[C@@H:6]([NH2:8])[CH3:7].[CH:9]1([N:15]2[CH2:20][CH2:19][C:18](=O)[CH2:17][CH2:16]2)[CH2:14][CH2:13][CH2:12][CH2:11][CH2:10]1.C(N(CC)CC)C.C([BH3-])#N.[Na+]. (4) Given the product [NH2:4]/[C:2](=[N:3]\[C:36](=[O:37])[O:38][CH2:39][CH2:40][CH2:41][CH2:42][CH2:43][CH3:44])/[C:5]1[CH:10]=[CH:9][C:8]([CH2:11][NH:12][C:13]([C:15]2[CH:19]=[C:18]([CH3:20])[N:17]([C:21]3[CH:22]=[CH:23][C:24]([F:27])=[CH:25][CH:26]=3)[C:16]=2[CH3:28])=[O:14])=[CH:7][CH:6]=1, predict the reactants needed to synthesize it. The reactants are: Cl.[C:2]([C:5]1[CH:10]=[CH:9][C:8]([CH2:11][NH:12][C:13]([C:15]2[CH:19]=[C:18]([CH3:20])[N:17]([C:21]3[CH:26]=[CH:25][C:24]([F:27])=[CH:23][CH:22]=3)[C:16]=2[CH3:28])=[O:14])=[CH:7][CH:6]=1)(=[NH:4])[NH2:3].C(=O)([O-])[O-].[K+].[K+].Cl[C:36]([O:38][CH2:39][CH2:40][CH2:41][CH2:42][CH2:43][CH3:44])=[O:37]. (5) Given the product [N:14]1([CH2:20][CH2:21][CH2:22][O:23][C:24]2[CH:29]=[CH:28][C:27]([N:30]3[CH2:31][CH2:32][N:33]([C:2]([C:4]4[CH:13]=[CH:12][C:7]([C:8]([O:10][CH3:11])=[O:9])=[CH:6][CH:5]=4)=[O:3])[CH2:34][CH2:35]3)=[CH:26][CH:25]=2)[CH2:19][CH2:18][CH2:17][CH2:16][CH2:15]1, predict the reactants needed to synthesize it. The reactants are: Cl[C:2]([C:4]1[CH:13]=[CH:12][C:7]([C:8]([O:10][CH3:11])=[O:9])=[CH:6][CH:5]=1)=[O:3].[N:14]1([CH2:20][CH2:21][CH2:22][O:23][C:24]2[CH:29]=[CH:28][C:27]([N:30]3[CH2:35][CH2:34][NH:33][CH2:32][CH2:31]3)=[CH:26][CH:25]=2)[CH2:19][CH2:18][CH2:17][CH2:16][CH2:15]1.C(N(CC)CC)C.C(=O)(O)[O-].[Na+]. (6) Given the product [NH2:1][C:2]1[C:10]([Cl:11])=[CH:9][C:5]([C:6]([O:8][CH3:14])=[O:7])=[C:4]([O:12][CH3:13])[CH:3]=1, predict the reactants needed to synthesize it. The reactants are: [NH2:1][C:2]1[C:10]([Cl:11])=[CH:9][C:5]([C:6]([OH:8])=[O:7])=[C:4]([O:12][CH3:13])[CH:3]=1.[CH3:14][Si](C=[N+]=[N-])(C)C. (7) The reactants are: Br[C:2]1[CH:24]=[CH:23][C:5]2[C:6]3[N:7]=[C:8]([C:14]4[N:15]([CH:20]([CH3:22])[CH3:21])[N:16]=[C:17]([CH3:19])[N:18]=4)[S:9][C:10]=3[CH2:11][CH2:12][O:13][C:4]=2[CH:3]=1.O1CCCCC1[O:31][CH2:32][CH2:33][N:34]1[CH:38]=[C:37]([Sn](CCCC)(CCCC)CCCC)[N:36]=[CH:35]1.O1CCCCC1OCCN1C([Sn](CCCC)(CCCC)CCCC)=CN=C1. Given the product [CH:20]([N:15]1[C:14]([C:8]2[S:9][C:10]3[CH2:11][CH2:12][O:13][C:4]4[CH:3]=[C:2]([C:38]5[N:34]([CH2:33][CH2:32][OH:31])[CH:35]=[N:36][CH:37]=5)[CH:24]=[CH:23][C:5]=4[C:6]=3[N:7]=2)=[N:18][C:17]([CH3:19])=[N:16]1)([CH3:22])[CH3:21], predict the reactants needed to synthesize it. (8) Given the product [Br:3][C:4]1[CH:9]=[CH:8][N:7]=[C:6]2[N:10]([CH3:15])[CH:11]=[C:12]([CH:13]=[O:14])[C:5]=12, predict the reactants needed to synthesize it. The reactants are: [H-].[Na+].[Br:3][C:4]1[CH:9]=[CH:8][N:7]=[C:6]2[NH:10][CH:11]=[C:12]([CH:13]=[O:14])[C:5]=12.[CH3:15]I. (9) Given the product [C:1]([CH2:5][C:6]1([OH:4])[CH2:11][CH2:10][N:9]([C:12]2[CH:17]=[CH:16][C:15]([N:18]3[CH2:22][C@H:21]([CH2:23][NH:24][C:25](=[O:27])[CH3:26])[O:20][C:19]3=[O:28])=[CH:14][CH:13]=2)[CH2:8][CH2:7]1)#[N:2], predict the reactants needed to synthesize it. The reactants are: [C-:1]#[N:2].[K+].[O:4]1[C:6]2([CH2:11][CH2:10][N:9]([C:12]3[CH:17]=[CH:16][C:15]([N:18]4[CH2:22][C@H:21]([CH2:23][NH:24][C:25](=[O:27])[CH3:26])[O:20][C:19]4=[O:28])=[CH:14][CH:13]=3)[CH2:8][CH2:7]2)[CH2:5]1.CO. (10) Given the product [CH2:1]([O:3][CH2:4][CH2:5][S:6][C:7]1[CH:12]=[C:11]([CH3:13])[C:10]([C:14]2[CH:19]=[CH:18][CH:17]=[C:16]([CH2:20][N:30]([S:31]([C:34]3[CH:39]=[CH:38][CH:37]=[CH:36][C:35]=3[N+:40]([O-:42])=[O:41])(=[O:32])=[O:33])[C:28]3[CH:27]=[CH:26][C:25]([CH2:43][CH2:44][C:45]([O:47][C:48]([CH3:51])([CH3:49])[CH3:50])=[O:46])=[C:24]([F:23])[CH:29]=3)[CH:15]=2)=[C:9]([CH3:22])[CH:8]=1)[CH3:2], predict the reactants needed to synthesize it. The reactants are: [CH2:1]([O:3][CH2:4][CH2:5][S:6][C:7]1[CH:12]=[C:11]([CH3:13])[C:10]([C:14]2[CH:19]=[CH:18][CH:17]=[C:16]([CH2:20]O)[CH:15]=2)=[C:9]([CH3:22])[CH:8]=1)[CH3:2].[F:23][C:24]1[CH:29]=[C:28]([NH:30][S:31]([C:34]2[CH:39]=[CH:38][CH:37]=[CH:36][C:35]=2[N+:40]([O-:42])=[O:41])(=[O:33])=[O:32])[CH:27]=[CH:26][C:25]=1[CH2:43][CH2:44][C:45]([O:47][C:48]([CH3:51])([CH3:50])[CH3:49])=[O:46].C(P(CCCC)CCCC)CCC.N(C(N1CCCCC1)=O)=NC(N1CCCCC1)=O.